Task: Predict the reaction yield, written as a fraction of the theoretical maximum amount of product (1.0 means a 100% yield; for example, 0.34 means a 34% yield).. Dataset: Reaction yield outcomes from USPTO patents with 853,638 reactions (1) The reactants are CS(C)=O.C(Cl)(=O)C(Cl)=O.[OH:11][CH2:12][C@@H:13]1[CH2:17][CH2:16][CH2:15][N:14]1[C:18]([C@@H:20]([CH2:29][CH:30]=[CH2:31])[CH2:21][C:22]([O:24][C:25]([CH3:28])([CH3:27])[CH3:26])=[O:23])=[O:19].C(N(CC)CC)C. The catalyst is C(Cl)Cl. The product is [CH:12]([C@@H:13]1[CH2:17][CH2:16][CH2:15][N:14]1[C:18]([C@@H:20]([CH2:29][CH:30]=[CH2:31])[CH2:21][C:22]([O:24][C:25]([CH3:26])([CH3:27])[CH3:28])=[O:23])=[O:19])=[O:11]. The yield is 0.840. (2) The reactants are Br[C:2]1[CH:3]=[C:4]2[C:8](=[CH:9][CH:10]=1)[N:7]([CH3:11])[C:6]([C:12]([C:14]1[CH:19]=[CH:18][C:17]([F:20])=[CH:16][CH:15]=1)=[O:13])=[CH:5]2.[C:21]([NH2:24])(=[O:23])[CH3:22].[O-]P([O-])([O-])=O.[K+].[K+].[K+].CNCCNC. The catalyst is O.O1CCOCC1. The product is [F:20][C:17]1[CH:18]=[CH:19][C:14]([C:12]([C:6]2[N:7]([CH3:11])[C:8]3[C:4]([CH:5]=2)=[CH:3][C:2]([NH:24][C:21](=[O:23])[CH3:22])=[CH:10][CH:9]=3)=[O:13])=[CH:15][CH:16]=1. The yield is 0.990. (3) The reactants are C([O-])([O-])=O.[Na+].[Na+].Br[C:8]1[CH:38]=[CH:37][C:11]([CH2:12][O:13][C:14]2[CH:19]=[CH:18][C:17]([C@@H:20]3[C@@H:23]([CH2:24][CH2:25][C:26](Cl)=[O:27])[C:22](=[O:29])[N:21]3[C:30]3[CH:35]=[CH:34][C:33]([F:36])=[CH:32][CH:31]=3)=[CH:16][CH:15]=2)=[CH:10][CH:9]=1.[F:39][C:40]1[CH:45]=[CH:44][C:43](B(O)O)=[CH:42][CH:41]=1. The catalyst is O. The product is [CH2:12]([O:13][C:14]1[CH:19]=[CH:18][C:17]([C@H:20]2[N:21]([C:30]3[CH:35]=[CH:34][C:33]([F:36])=[CH:32][CH:31]=3)[C:22](=[O:29])[C@@H:23]2[CH2:24][CH2:25][C:26]([C:43]2[CH:44]=[CH:45][C:40]([F:39])=[CH:41][CH:42]=2)=[O:27])=[CH:16][CH:15]=1)[C:11]1[CH:37]=[CH:38][CH:8]=[CH:9][CH:10]=1. The yield is 0.833. (4) The reactants are CC(OI1(OC(C)=O)(OC(C)=O)OC(=O)C2C=CC=CC1=2)=O.[N:23]([C@@H:26]1[CH2:31][C@H:30]([OH:32])[C@@H:29]([CH2:33][O:34][Si:35]([C:38]([CH3:41])([CH3:40])[CH3:39])([CH3:37])[CH3:36])[O:28][CH2:27]1)=[N+:24]=[N-:25].S([O-])([O-])(=O)=S.[Na+].[Na+]. The catalyst is ClCCl. The product is [N:23]([C@H:26]1[CH2:27][O:28][C@H:29]([CH2:33][O:34][Si:35]([C:38]([CH3:39])([CH3:40])[CH3:41])([CH3:37])[CH3:36])[C:30](=[O:32])[CH2:31]1)=[N+:24]=[N-:25]. The yield is 0.760. (5) The reactants are [CH3:1][NH:2][C:3]([C:5]1[C:9]2[CH:10]=[C:11]([Br:19])[C:12]([NH:14][S:15]([CH3:18])(=[O:17])=[O:16])=[CH:13][C:8]=2[O:7][C:6]=1[C:20]1[CH:25]=[CH:24][C:23]([F:26])=[CH:22][CH:21]=1)=[O:4].C([O-])([O-])=O.[K+].[K+].Br[CH2:34][CH:35]([OH:37])[CH3:36]. The catalyst is CN(C=O)C.O. The product is [Br:19][C:11]1[C:12]([N:14]([CH2:34][CH:35]([OH:37])[CH3:36])[S:15]([CH3:18])(=[O:16])=[O:17])=[CH:13][C:8]2[O:7][C:6]([C:20]3[CH:25]=[CH:24][C:23]([F:26])=[CH:22][CH:21]=3)=[C:5]([C:3]([NH:2][CH3:1])=[O:4])[C:9]=2[CH:10]=1. The yield is 0.550.